From a dataset of Full USPTO retrosynthesis dataset with 1.9M reactions from patents (1976-2016). Predict the reactants needed to synthesize the given product. (1) Given the product [CH3:21][O:22][C:23]1[CH:35]=[CH:34][CH:33]=[CH:32][C:24]=1[CH2:25][C:26]1[S:30][C:29]([NH:31][C:13]([C:10]2([C:8]3[CH:7]=[CH:6][C:5]4[O:1][CH2:2][O:3][C:4]=4[CH:9]=3)[CH2:11][CH2:12]2)=[O:15])=[N:28][CH:27]=1, predict the reactants needed to synthesize it. The reactants are: [O:1]1[C:5]2[CH:6]=[CH:7][C:8]([C:10]3([C:13]([OH:15])=O)[CH2:12][CH2:11]3)=[CH:9][C:4]=2[O:3][CH2:2]1.CN(C)C=O.[CH3:21][O:22][C:23]1[CH:35]=[CH:34][CH:33]=[CH:32][C:24]=1[CH2:25][C:26]1[S:30][C:29]([NH2:31])=[N:28][CH:27]=1.C(N(CC)CC)C. (2) Given the product [N:18]1([C:8]2([C:2]3[CH:3]=[CH:4][CH:5]=[CH:6][CH:7]=3)[CH2:9][CH2:10][C:11](=[O:12])[CH2:16][CH2:17]2)[CH2:19][CH2:20][CH2:21]1, predict the reactants needed to synthesize it. The reactants are: Cl.[C:2]1([C:8]2([N:18]3[CH2:21][CH2:20][CH2:19]3)[CH2:17][CH2:16][C:11]3(OCC[O:12]3)[CH2:10][CH2:9]2)[CH:7]=[CH:6][CH:5]=[CH:4][CH:3]=1.[OH-].[Na+]. (3) Given the product [C:38]([C:40]1[CH:45]=[C:44]([C:46]([F:47])([F:48])[F:49])[CH:43]=[CH:42][C:41]=1[C:2]1[CH:11]=[CH:10][CH:9]=[C:8]2[C:3]=1[CH:4]=[CH:5][C:6]([S:12]([NH:15][C:16]1[S:20][N:19]=[CH:18][N:17]=1)(=[O:14])=[O:13])=[CH:7]2)#[N:39], predict the reactants needed to synthesize it. The reactants are: Br[C:2]1[CH:11]=[CH:10][CH:9]=[C:8]2[C:3]=1[CH:4]=[CH:5][C:6]([S:12]([N:15](CC1C=CC(OC)=CC=1OC)[C:16]1[S:20][N:19]=[CH:18][N:17]=1)(=[O:14])=[O:13])=[CH:7]2.C(=O)([O-])[O-].[K+].[K+].[C:38]([C:40]1[CH:45]=[C:44]([C:46]([F:49])([F:48])[F:47])[CH:43]=[CH:42][C:41]=1B(O)O)#[N:39].O1CCOCC1. (4) Given the product [C:1]([C:5]1[S:9][C:8]([C@H:10]2[CH2:15][C@@H:14]([C:16]3[O:20][NH:19][C:18](=[O:21])[CH:17]=3)[CH2:13][CH2:12][N:11]2[C:22]([O:24][CH3:25])=[O:23])=[CH:7][CH:6]=1)([CH3:4])([CH3:2])[CH3:3].[C:1]([C:5]1[S:9][C:8]([C@@H:10]2[CH2:15][C@H:14]([C:16]3[O:20][NH:19][C:18](=[O:21])[CH:17]=3)[CH2:13][CH2:12][N:11]2[C:22]([O:24][CH3:25])=[O:23])=[CH:7][CH:6]=1)([CH3:4])([CH3:2])[CH3:3], predict the reactants needed to synthesize it. The reactants are: [C:1]([C:5]1[S:9][C:8]([C@H:10]2[CH2:15][C@@H:14]([C:16]3[O:20][NH:19][C:18](=[O:21])[CH:17]=3)[CH2:13][CH2:12][N:11]2[C:22]([O:24][CH3:25])=[O:23])=[CH:7][CH:6]=1)([CH3:4])([CH3:3])[CH3:2].CCCCCCC.CC(O)C. (5) Given the product [CH2:27]1[C:36]2[C:31](=[CH:32][CH:33]=[CH:34][CH:35]=2)[CH2:30][CH2:29][N:28]1[CH2:25][C:20]1[CH:21]=[CH:22][CH:23]=[CH:24][C:19]=1[C:15]1[CH:16]=[CH:17][CH:18]=[C:13]([NH:12][C:10]2[C:9]3[C:4](=[CH:5][CH:6]=[CH:7][CH:8]=3)[N:3]=[C:2]([CH3:1])[CH:11]=2)[CH:14]=1, predict the reactants needed to synthesize it. The reactants are: [CH3:1][C:2]1[CH:11]=[C:10]([NH:12][C:13]2[CH:14]=[C:15]([C:19]3[C:20]([CH:25]=O)=[CH:21][CH:22]=[CH:23][CH:24]=3)[CH:16]=[CH:17][CH:18]=2)[C:9]2[C:4](=[CH:5][CH:6]=[CH:7][CH:8]=2)[N:3]=1.[CH2:27]1[C:36]2[C:31](=[CH:32][CH:33]=[CH:34][CH:35]=2)[CH2:30][CH2:29][NH:28]1.[BH-](OC(C)=O)(OC(C)=O)OC(C)=O.[Na+].CC(O)=O.